From a dataset of Full USPTO retrosynthesis dataset with 1.9M reactions from patents (1976-2016). Predict the reactants needed to synthesize the given product. (1) Given the product [NH:7]([C:8]([NH:17][C:18]1[CH:19]=[C:20]2[C:25](=[C:26]([C:28]([NH2:30])=[O:29])[CH:27]=1)[N:24]=[CH:23][N:22]=[C:21]2[NH:31][CH2:32][C:33]1[CH:38]=[CH:37][C:36]([Cl:39])=[C:35]([C:40]([F:42])([F:43])[F:41])[CH:34]=1)=[O:9])[C:1]1[CH:6]=[CH:5][CH:4]=[CH:3][CH:2]=1, predict the reactants needed to synthesize it. The reactants are: [C:1]1([N:7]=[C:8]=[O:9])[CH:6]=[CH:5][CH:4]=[CH:3][CH:2]=1.C(O)(C(F)(F)F)=O.[NH2:17][C:18]1[CH:19]=[C:20]2[C:25](=[C:26]([C:28]([NH2:30])=[O:29])[CH:27]=1)[N:24]=[CH:23][N:22]=[C:21]2[NH:31][CH2:32][C:33]1[CH:38]=[CH:37][C:36]([Cl:39])=[C:35]([C:40]([F:43])([F:42])[F:41])[CH:34]=1.C(N(CC)CC)C. (2) Given the product [F:23][C:14]1[C:15]2[O:20][CH2:19][C:18](=[O:21])[NH:17][C:16]=2[CH:22]=[C:12]([C:9]2[CH:8]([C:24]3[CH:25]=[CH:26][CH:27]=[CH:28][CH:29]=3)[S:7][C:6]3=[N:5][CH:2]=[CH:3][N:11]3[CH:10]=2)[CH:13]=1, predict the reactants needed to synthesize it. The reactants are: Cl[CH2:2][CH:3]=O.[NH2:5][C:6]1[S:7][CH:8]([C:24]2[CH:29]=[CH:28][CH:27]=[CH:26][CH:25]=2)[C:9]([C:12]2[CH:13]=[C:14]([F:23])[C:15]3[O:20][CH2:19][C:18](=[O:21])[NH:17][C:16]=3[CH:22]=2)=[CH:10][N:11]=1.CCO.[OH-].[Na+]. (3) The reactants are: [F:1][C:2]([F:14])([F:13])[O:3][C:4]1[CH:12]=[CH:11][C:7]([C:8]([NH2:10])=[S:9])=[CH:6][CH:5]=1.Br[CH2:16][C:17](=O)[C:18]([O:20][CH2:21][CH3:22])=[O:19].N1C(C)=CC=CC=1C.FC(F)(F)C(OC(=O)C(F)(F)F)=O. Given the product [CH2:21]([O:20][C:18]([C:17]1[N:10]=[C:8]([C:7]2[CH:11]=[CH:12][C:4]([O:3][C:2]([F:13])([F:1])[F:14])=[CH:5][CH:6]=2)[S:9][CH:16]=1)=[O:19])[CH3:22], predict the reactants needed to synthesize it. (4) Given the product [CH3:1][O:2][C:3]1[CH:12]=[C:11]2[C:6]([C:7]([CH3:18])=[CH:8][C:9](=[O:17])[N:10]2[CH2:13][CH2:14][CH2:15][NH:19][C@H:20]2[CH2:24][N:23]([C:25]3[CH:26]=[CH:27][C:28]4[O:29][CH2:30][C:31](=[O:35])[NH:32][C:33]=4[N:34]=3)[C:22](=[O:36])[CH2:21]2)=[CH:5][CH:4]=1, predict the reactants needed to synthesize it. The reactants are: [CH3:1][O:2][C:3]1[CH:12]=[C:11]2[C:6]([C:7]([CH3:18])=[CH:8][C:9](=[O:17])[N:10]2[CH2:13][CH2:14][CH:15]=O)=[CH:5][CH:4]=1.[NH2:19][C@H:20]1[CH2:24][N:23]([C:25]2[CH:26]=[CH:27][C:28]3[O:29][CH2:30][C:31](=[O:35])[NH:32][C:33]=3[N:34]=2)[C:22](=[O:36])[CH2:21]1.C(OC(=O)N[C@@H]1CC(=O)NC1)(C)(C)C.C(O[BH-](OC(=O)C)OC(=O)C)(=O)C.[Na+].C(=O)([O-])O.[Na+].